From a dataset of Antibody developability classification from SAbDab with 2,409 antibodies. Regression/Classification. Given an antibody's heavy chain and light chain sequences, predict its developability. TAP uses regression for 5 developability metrics; SAbDab uses binary classification. (1) The antibody is ['4qy8', '4r3s_B']. Result: 0 (not developable). (2) The antibody is ['QVQLQQSGAELVRAGSSVKMSCKASGYTFTSYGVNWVKQRPGQGLEWIGYINPGKGYLSYNEKFKGKTTLTVDRSSSTAYMQLRSLTSEDAAVYFCARSFYGGSDLAVYYFDSWGQGTTLTVSS', 'DIQMTQTTSSLSASLGDRVTISCRASQDISNYLNWYQQKPDGTVKLLIYYTSRLHSGVPSRFSGSGSGTDYSLTISNLEHEDIATYFCQQGSTLPRTFGGGTKLEIK']. Result: 0 (not developable). (3) Result: 0 (not developable). The antibody is ['QVQLQQWGAGLLKPSETLSLTCAVYGGSFTTTYWNWIRQPPGKGLEWIGEVNYSGNANYNPSLKGRVAISVDTSKNQFSLRLNSVTAADTAIYYCTSRIRSHIAYSWKGDVWGKGTTVTVSS', 'EIVMTQSPGTLSLSPGERATLSCRASQSVPRNYIGWFQQKPGQAPRLLIYGASSRAAGFPDRFSGSGSGTDFTLTITRLEPEDFAMYYCHQYDRLPYTFGQGTKLEIK']. (4) The antibody is ['EVKLEESGGGLVQPGGSMKLSCVASGFTFSNFWMNWVRQSPEKGLEWVAEIRLKSNNYATHYAESVKGRFTISRDDSKSSVYLQMNNLRTEDTGIYYCTSYDYEYWGQGTLVTVSA', 'NIVMTQSPKSMSMSVGERVTLSCKASENVGTYVSWYQQKPEQSPKLLIYGASNRYTGVPDRFTGSGSATDFTLTISSVQAEDLADYHCGQSYSYPFTFGSGTKLEIK']. Result: 1 (developable). (5) The antibody is ['DVQLQESGPSLVKPSQTLSLTCSVTGDSITSDYWSWIRKFPGNRLEYMGYVSYSGSTYYNPSLKSRISITRDTSKNQYYLDLNSVTTEDTATYYCANWDGDYWGQGTLVTVSA', 'DIVLTQSPATLSVTPGNSVSLSCRASQSIGNNLHWYQQKSHESPRLLIKYASQSISGIPSRFSGSGSGTDFTLSINSVETEDFGMYFCQQANSWPYTFGGGTKLEIK']. Result: 0 (not developable). (6) The antibody is ['1tjg', 'PROT_09A57F9F']. Result: 0 (not developable). (7) The antibody is ['EVTLQESGGGLVQPGGSMKLSCAASGFTFSDAWVDWVRQSPGKGLEWVAEIRNKANNHATKYTESVKGRFTISRDDSKSSVYLQMNSLRAEDTGIYYCTSVPQLGRGFAYWGQGTLVTVSA', 'DIVMTQAAPSVPVTPGESVSISCRSSKSLLHSNGYTYLHWFLQRPGQSPQLLIYRVSNLASGVPDRFSGSGSGTAFTLRFSRVEAEDVGVYYCMQHLEYPFTFGSGTKLEIK']. Result: 0 (not developable). (8) The antibody is ['EVQLQQSGAELVEPGASVKLSCTASGFNIKDTYMHWVKQRPEQGLEWIGRIDPANGNSKYVPKFQGKATITADTSSNTAYLQLTSLTSEDTAVYYCAPFGYYVSDYAMAYWGQGTSVTVSS', 'DIVLTQSPASLAVSLGQRATMSCRAGESVDIFGVGFLHWYQQKPGQPPKLLIYRASNLESGIPVRFSGTGSRTDFTLIIDPVEADDVATYYCQQTNEDPYTFGGGTKLEIK']. Result: 0 (not developable). (9) The antibody is ['QVQLQESGPGLVKPSGTLSLTCAVSGGSISSSHWWSWVRQPPGKGLEWVGEISLSGSTHYGPSLKSRVSISLDKSMNHFSLRLSSVTAADTAVYYCARESRFYGAYFDYWGQGTLVTVSS', 'DIQLTQSPSFLSASVGDRVTITCWASQGINSYLAWYQQKPGKTPKLLIYAASTLQSGVPSRFSGSGSGTEFTLTISSLQPEDFATYYCQQLNSYPCSFGQGTTLEIK']. Result: 1 (developable). (10) The antibody is ['EVMLVESGGGLVQPGGSLRLSCATSGFTFTDYYMSWVRQPPGKALEWLGFIRNKVKGYTIDYSASVKGRFTISRDNSQSILYLQMNTLRAEDSATYYCARDMRRFDDGDAMDYWGQGTLVTVSA', 'DIVMTQSPSSLAVSAGEKVTMSCKSSQSLLNSRTRKNYLAWYQQKPGQSPKLLIFWASTRESGVPDRFTGSGSGTDFTLTISSVQAEDLAVYYCKQSYNLRTFGRGTKLEIK']. Result: 1 (developable).